From a dataset of Reaction yield outcomes from USPTO patents with 853,638 reactions. Predict the reaction yield, written as a fraction of the theoretical maximum amount of product (1.0 means a 100% yield; for example, 0.34 means a 34% yield). (1) The reactants are [CH3:1][C:2]1[CH:11]=[CH:10][C:9]2[C:4](=[CH:5][CH:6]=[CH:7][C:8]=2[O:12][CH2:13][CH2:14][N:15]2[CH2:20][CH2:19][CH:18]([CH2:21][C:22]3[CH:23]=[C:24]([CH:28]=[CH:29][CH:30]=3)[C:25](O)=[O:26])[CH2:17][CH2:16]2)[N:3]=1.[CH:31]([NH2:34])([CH3:33])[CH3:32]. No catalyst specified. The product is [CH:31]([NH:34][C:25](=[O:26])[C:24]1[CH:28]=[CH:29][CH:30]=[C:22]([CH2:21][CH:18]2[CH2:19][CH2:20][N:15]([CH2:14][CH2:13][O:12][C:8]3[CH:7]=[CH:6][CH:5]=[C:4]4[C:9]=3[CH:10]=[CH:11][C:2]([CH3:1])=[N:3]4)[CH2:16][CH2:17]2)[CH:23]=1)([CH3:33])[CH3:32]. The yield is 0.820. (2) The reactants are [CH2:1]([O:3][C:4](=[O:21])[CH2:5][O:6][C:7]1[CH:12]=[CH:11][C:10]([S:13][CH:14]([CH2:18][CH2:19][OH:20])[CH2:15][CH2:16][CH3:17])=[CH:9][CH:8]=1)[CH3:2].[CH3:22][S:23](Cl)(=[O:25])=[O:24]. The catalyst is C(Cl)Cl. The product is [CH2:1]([O:3][C:4](=[O:21])[CH2:5][O:6][C:7]1[CH:12]=[CH:11][C:10]([S:13][CH:14]([CH2:18][CH2:19][O:20][S:23]([CH3:22])(=[O:25])=[O:24])[CH2:15][CH2:16][CH3:17])=[CH:9][CH:8]=1)[CH3:2]. The yield is 1.00. (3) The reactants are [Cl:1][CH2:2][CH:3]1[C:11]2[C:10]3[CH:12]=[C:13]([S:16]([CH3:19])(=[O:18])=[O:17])[CH:14]=[CH:15][C:9]=3[CH:8]=[CH:7][C:6]=2[N:5](C(OC(C)(C)C)=O)[CH2:4]1.[N+:27]([O-])([O-:29])=[O:28].[K+].N. The catalyst is OS(O)(=O)=O. The product is [Cl:1][CH2:2][CH:3]1[C:11]2[C:10]3[CH:12]=[C:13]([S:16]([CH3:19])(=[O:18])=[O:17])[CH:14]=[CH:15][C:9]=3[C:8]([N+:27]([O-:29])=[O:28])=[CH:7][C:6]=2[NH:5][CH2:4]1. The yield is 0.690. (4) The reactants are [C:1]([C:3]1[C:4]([CH3:15])=[N:5][S:6][C:7]=1[NH:8][C:9](=[O:14])[CH2:10][CH:11]([CH3:13])[CH3:12])#[N:2].[OH:16]O. The catalyst is [NH4+].[OH-]. The product is [CH3:15][C:4]1[C:3]([C:1]([NH2:2])=[O:16])=[C:7]([NH:8][C:9](=[O:14])[CH2:10][CH:11]([CH3:13])[CH3:12])[S:6][N:5]=1. The yield is 0.710. (5) The reactants are [OH:1][C@H:2]1[CH2:7][CH2:6][C@H:5]([N:8]2[C:13](=[O:14])[C:12]([CH2:15][C:16]3[CH:21]=[CH:20][C:19]([C:22]4[C:23]([C:28]#[N:29])=[CH:24][CH:25]=[CH:26][CH:27]=4)=[CH:18][C:17]=3[O:30][CH3:31])=[C:11]([CH2:32][CH2:33][CH3:34])[N:10]3[N:35]=[CH:36][CH:37]=[C:9]23)[CH2:4][CH2:3]1.[N+](=[CH:40][C:41]([O:43][CH2:44][CH3:45])=[O:42])=[N-].C(OCC)(=O)C.O. The catalyst is C(Cl)Cl.C([O-])(=O)C.[Rh+3].C([O-])(=O)C.C([O-])(=O)C. The product is [CH2:44]([O:43][C:41](=[O:42])[CH2:40][O:1][C@H:2]1[CH2:3][CH2:4][C@H:5]([N:8]2[C:13](=[O:14])[C:12]([CH2:15][C:16]3[CH:21]=[CH:20][C:19]([C:22]4[CH:27]=[CH:26][CH:25]=[CH:24][C:23]=4[C:28]#[N:29])=[CH:18][C:17]=3[O:30][CH3:31])=[C:11]([CH2:32][CH2:33][CH3:34])[N:10]3[N:35]=[CH:36][CH:37]=[C:9]23)[CH2:6][CH2:7]1)[CH3:45]. The yield is 0.470. (6) The reactants are [NH2:1][C:2]1[C:3]2[C:8]([N:9]=[C:10]3[C:15]=1[CH:14]=[CH:13][CH:12]=[CH:11]3)=[CH:7][CH:6]=[CH:5][CH:4]=2.CCN(CC)CC.[C:23]1([CH3:35])[CH:28]=[C:27]([CH3:29])[CH:26]=[C:25]([CH3:30])[C:24]=1[S:31](Cl)(=[O:33])=[O:32]. The catalyst is C(Cl)(Cl)Cl. The product is [CH:4]1[C:3]2[C:8](=[N:9][C:10]3[C:15]([C:2]=2[NH:1][S:31]([C:24]2[C:25]([CH3:30])=[CH:26][C:27]([CH3:29])=[CH:28][C:23]=2[CH3:35])(=[O:33])=[O:32])=[CH:14][CH:13]=[CH:12][CH:11]=3)[CH:7]=[CH:6][CH:5]=1. The yield is 0.0600. (7) The reactants are [Br:1][C:2]1[CH:3]=[C:4]([CH2:8][C@H:9]([NH:13]C(OC(C)(C)C)=O)[C:10]([OH:12])=[O:11])[CH:5]=[CH:6][CH:7]=1. The catalyst is Cl.O1CCOCC1. The product is [Br:1][C:2]1[CH:3]=[C:4]([CH:5]=[CH:6][CH:7]=1)[CH2:8][C@@H:9]([C:10]([OH:12])=[O:11])[NH2:13]. The yield is 0.890.